Dataset: Reaction yield outcomes from USPTO patents with 853,638 reactions. Task: Predict the reaction yield, written as a fraction of the theoretical maximum amount of product (1.0 means a 100% yield; for example, 0.34 means a 34% yield). The reactants are Br[CH2:2][C:3]([C:5]12[CH2:14][CH:9]3[CH2:10][CH:11]([CH2:13][CH:7]([CH2:8]3)[CH2:6]1)[CH2:12]2)=[O:4].C(N(C(C)C)CC)(C)C.[NH2:24][C:25]1[CH:30]=[CH:29][C:28]([NH:31][C:32](=[O:34])[CH3:33])=[CH:27][CH:26]=1. The catalyst is C(#N)C. The product is [C:5]12([C:3](=[O:4])[CH2:2][NH:24][C:25]3[CH:26]=[CH:27][C:28]([NH:31][C:32](=[O:34])[CH3:33])=[CH:29][CH:30]=3)[CH2:14][CH:9]3[CH2:10][CH:11]([CH2:13][CH:7]([CH2:8]3)[CH2:6]1)[CH2:12]2. The yield is 0.610.